From a dataset of Reaction yield outcomes from USPTO patents with 853,638 reactions. Predict the reaction yield, written as a fraction of the theoretical maximum amount of product (1.0 means a 100% yield; for example, 0.34 means a 34% yield). The reactants are CO[CH:3](OC)[N:4]([CH3:6])[CH3:5].[CH:9]12[CH2:18][CH:13]3[CH2:14][CH:15]([CH2:17][CH:11]([CH2:12]3)[CH:10]1[NH:19][C:20](=[O:28])[CH2:21][C:22](=[O:27])[C:23]([CH3:26])([CH3:25])[CH3:24])[CH2:16]2. The catalyst is O1CCOCC1. The product is [CH:9]12[CH2:16][CH:15]3[CH2:14][CH:13]([CH2:12][CH:11]([CH2:17]3)[CH:10]1[NH:19][C:20](=[O:28])[C:21](=[CH:3][N:4]([CH3:5])[CH3:6])[C:22](=[O:27])[C:23]([CH3:24])([CH3:25])[CH3:26])[CH2:18]2. The yield is 0.930.